The task is: Predict the product of the given reaction.. This data is from Forward reaction prediction with 1.9M reactions from USPTO patents (1976-2016). (1) Given the reactants [CH:1]1[CH2:5][CH:4]=[CH:3][CH:2]=1.[CH2:6]([C:8]([CH2:10][CH3:11])=O)[CH3:7].N1CCCC1, predict the reaction product. The product is: [CH2:6]([C:8]([CH2:10][CH3:11])=[C:2]1[CH:1]=[CH:5][CH:4]=[CH:3]1)[CH3:7]. (2) Given the reactants [CH3:1][O:2][C:3]([C:5]1[O:6][CH:7]=[CH:8][C:9]=1Br)=[O:4].[C:11]([O:15][C:16]([N:18]1[CH2:23][CH:22]=[C:21](B2OC(C)(C)C(C)(C)O2)[CH2:20][CH2:19]1)=[O:17])([CH3:14])([CH3:13])[CH3:12].C([O-])([O-])=O.[Na+].[Na+], predict the reaction product. The product is: [C:11]([O:15][C:16]([N:18]1[CH2:19][CH:20]=[C:21]([C:9]2[CH:8]=[CH:7][O:6][C:5]=2[C:3]([O:2][CH3:1])=[O:4])[CH2:22][CH2:23]1)=[O:17])([CH3:14])([CH3:12])[CH3:13]. (3) Given the reactants Cl[C:2]1[N:11]=[CH:10][C:9]2[NH:8][CH2:7][CH:6]3[CH2:12][O:13][CH2:14][CH2:15][N:5]3[C:4]=2[N:3]=1.[NH:16]1[C:20]2[CH:21]=[CH:22][CH:23]=[C:24](B(O)O)[C:19]=2[N:18]=[CH:17]1, predict the reaction product. The product is: [NH:16]1[C:20]2[CH:21]=[CH:22][CH:23]=[C:24]([C:2]3[N:11]=[CH:10][C:9]4[NH:8][CH2:7][CH:6]5[CH2:12][O:13][CH2:14][CH2:15][N:5]5[C:4]=4[N:3]=3)[C:19]=2[N:18]=[CH:17]1. (4) Given the reactants Cl[C:2]1[CH:3]=[CH:4][C:5]2[N:6]([C:8]([C:18]3[CH:23]=[CH:22][N:21]=[C:20]4[N:24]([S:27]([C:30]5[CH:35]=[CH:34][C:33]([CH3:36])=[CH:32][CH:31]=5)(=[O:29])=[O:28])[CH:25]=[CH:26][C:19]=34)=[C:9]([C:11]3[CH:16]=[CH:15][C:14]([F:17])=[CH:13][CH:12]=3)[N:10]=2)[N:7]=1.[N:37]1([CH:42]2[CH2:47][CH2:46][NH:45][CH2:44][CH2:43]2)[CH2:41][CH2:40][CH2:39][CH2:38]1, predict the reaction product. The product is: [F:17][C:14]1[CH:15]=[CH:16][C:11]([C:9]2[N:10]=[C:5]3[CH:4]=[CH:3][C:2]([N:45]4[CH2:46][CH2:47][CH:42]([N:37]5[CH2:41][CH2:40][CH2:39][CH2:38]5)[CH2:43][CH2:44]4)=[N:7][N:6]3[C:8]=2[C:18]2[CH:23]=[CH:22][N:21]=[C:20]3[N:24]([S:27]([C:30]4[CH:35]=[CH:34][C:33]([CH3:36])=[CH:32][CH:31]=4)(=[O:29])=[O:28])[CH:25]=[CH:26][C:19]=23)=[CH:12][CH:13]=1.